From a dataset of Catalyst prediction with 721,799 reactions and 888 catalyst types from USPTO. Predict which catalyst facilitates the given reaction. Reactant: [Cl:1][C:2]1[C:7]([C:8]([F:11])([F:10])[F:9])=[CH:6][C:5]([NH:12][C:13](=O)[C:14]2[CH:19]=[CH:18][N:17]=[CH:16][CH:15]=2)=[C:4]([OH:21])[CH:3]=1.O1CCCC1.C1(P(C2C=CC=CC=2)C2C=CC=CC=2)C=CC=CC=1.N(C(OCC)=O)=NC(OCC)=O. Product: [Cl:1][C:2]1[C:7]([C:8]([F:9])([F:10])[F:11])=[CH:6][C:5]2[N:12]=[C:13]([C:14]3[CH:15]=[CH:16][N:17]=[CH:18][CH:19]=3)[O:21][C:4]=2[CH:3]=1. The catalyst class is: 11.